This data is from Full USPTO retrosynthesis dataset with 1.9M reactions from patents (1976-2016). The task is: Predict the reactants needed to synthesize the given product. Given the product [C:1]1([CH:7]([CH3:9])[CH3:8])[CH:6]=[CH:5][CH:4]=[CH:3][CH:2]=1.[C:13]1(=[O:14])[O:15][C:10](=[O:16])[CH:11]=[CH:12]1, predict the reactants needed to synthesize it. The reactants are: [C:1]1([CH:7]([CH3:9])[CH3:8])[CH:6]=[CH:5][CH:4]=[CH:3][CH:2]=1.[C:10]1(=[O:16])[O:15][C:13](=[O:14])[CH:12]=[CH:11]1.